This data is from NCI-60 drug combinations with 297,098 pairs across 59 cell lines. The task is: Regression. Given two drug SMILES strings and cell line genomic features, predict the synergy score measuring deviation from expected non-interaction effect. (1) Drug 1: CC12CCC(CC1=CCC3C2CCC4(C3CC=C4C5=CN=CC=C5)C)O. Drug 2: CC(CN1CC(=O)NC(=O)C1)N2CC(=O)NC(=O)C2. Cell line: OVCAR-8. Synergy scores: CSS=21.1, Synergy_ZIP=-3.13, Synergy_Bliss=2.99, Synergy_Loewe=3.01, Synergy_HSA=3.17. (2) Drug 1: CC(CN1CC(=O)NC(=O)C1)N2CC(=O)NC(=O)C2. Drug 2: CC(C)CN1C=NC2=C1C3=CC=CC=C3N=C2N. Cell line: EKVX. Synergy scores: CSS=7.55, Synergy_ZIP=-2.36, Synergy_Bliss=-0.473, Synergy_Loewe=-0.492, Synergy_HSA=-1.19. (3) Drug 1: C1C(C(OC1N2C=NC3=C2NC=NCC3O)CO)O. Drug 2: CC1CCCC2(C(O2)CC(NC(=O)CC(C(C(=O)C(C1O)C)(C)C)O)C(=CC3=CSC(=N3)C)C)C. Cell line: OVCAR3. Synergy scores: CSS=34.5, Synergy_ZIP=5.78, Synergy_Bliss=-2.50, Synergy_Loewe=-35.5, Synergy_HSA=-13.5. (4) Drug 1: CC(C1=C(C=CC(=C1Cl)F)Cl)OC2=C(N=CC(=C2)C3=CN(N=C3)C4CCNCC4)N. Drug 2: CN1C(=O)N2C=NC(=C2N=N1)C(=O)N. Synergy scores: CSS=-7.60, Synergy_ZIP=6.26, Synergy_Bliss=2.43, Synergy_Loewe=-5.96, Synergy_HSA=-5.64. Cell line: SK-MEL-5. (5) Drug 1: CC12CCC(CC1=CCC3C2CCC4(C3CC=C4C5=CN=CC=C5)C)O. Drug 2: CN1C(=O)N2C=NC(=C2N=N1)C(=O)N. Cell line: SW-620. Synergy scores: CSS=2.39, Synergy_ZIP=-1.18, Synergy_Bliss=-0.780, Synergy_Loewe=-2.42, Synergy_HSA=-2.67.